This data is from Catalyst prediction with 721,799 reactions and 888 catalyst types from USPTO. The task is: Predict which catalyst facilitates the given reaction. (1) Reactant: [C:1]([O:4][CH2:5][C@@H:6]1[N:11]([C:12]([C:14]2[N:15]=[C:16]([C:28]3[CH:33]=[CH:32][C:31]([CH3:34])=[CH:30][CH:29]=3)[N:17]([C:19]3[CH:24]=[CH:23][CH:22]=[C:21]([O:25][CH2:26][CH3:27])[CH:20]=3)[CH:18]=2)=[O:13])[CH2:10][CH2:9][N:8](C(OCC2C=CC=CC=2)=O)[CH2:7]1)(=[O:3])[CH3:2]. Product: [C:1]([O:4][CH2:5][C@H:6]1[CH2:7][NH:8][CH2:9][CH2:10][N:11]1[C:12]([C:14]1[N:15]=[C:16]([C:28]2[CH:29]=[CH:30][C:31]([CH3:34])=[CH:32][CH:33]=2)[N:17]([C:19]2[CH:24]=[CH:23][CH:22]=[C:21]([O:25][CH2:26][CH3:27])[CH:20]=2)[CH:18]=1)=[O:13])(=[O:3])[CH3:2]. The catalyst class is: 43. (2) Reactant: [F:1][C:2]1[CH:3]=[CH:4][C:5]([O:9][CH:10]2[CH2:15][CH2:14][N:13]([CH3:16])[CH2:12][CH2:11]2)=[C:6]([NH2:8])[CH:7]=1.[F:17][C:18]1[CH:34]=[CH:33][CH:32]=[C:31]([F:35])[C:19]=1[C:20]([NH:22][C:23]1[C:24]([C:28](O)=[O:29])=[N:25][NH:26][CH:27]=1)=[O:21].C(Cl)CCl.C1C=CC2N(O)N=NC=2C=1. Product: [F:1][C:2]1[CH:3]=[CH:4][C:5]([O:9][CH:10]2[CH2:15][CH2:14][N:13]([CH3:16])[CH2:12][CH2:11]2)=[C:6]([NH:8][C:28]([C:24]2[C:23]([NH:22][C:20](=[O:21])[C:19]3[C:18]([F:17])=[CH:34][CH:33]=[CH:32][C:31]=3[F:35])=[CH:27][NH:26][N:25]=2)=[O:29])[CH:7]=1. The catalyst class is: 3. (3) Reactant: Cl[C:2]1[N:7]=[CH:6][C:5]([O:8][CH3:9])=[CH:4][N:3]=1.[N:10]12CCN(CC1)C[CH2:11]2.CS(C)=O.[C-]#N.[K+]. Product: [CH3:9][O:8][C:5]1[CH:4]=[N:3][C:2]([C:11]#[N:10])=[N:7][CH:6]=1. The catalyst class is: 6. (4) Reactant: Cl[C:2]1[C:3]2[C:4](=[CH:16][N:17](CC3C=CC(OC)=CC=3)[N:18]=2)[N:5]=[C:6]([C:8]2[CH:13]=[CH:12][C:11]([O:14][CH3:15])=[CH:10][CH:9]=2)[N:7]=1.[NH2:28][C:29]1[CH:34]=[CH:33][C:32]([N:35]2[CH2:40][CH2:39][S:38](=[O:42])(=[O:41])[CH2:37][CH2:36]2)=[CH:31][CH:30]=1.Cl. Product: [CH3:15][O:14][C:11]1[CH:10]=[CH:9][C:8]([C:6]2[N:7]=[C:2]([NH:28][C:29]3[CH:34]=[CH:33][C:32]([N:35]4[CH2:36][CH2:37][S:38](=[O:42])(=[O:41])[CH2:39][CH2:40]4)=[CH:31][CH:30]=3)[C:3]3[NH:18][N:17]=[CH:16][C:4]=3[N:5]=2)=[CH:13][CH:12]=1. The catalyst class is: 71.